From a dataset of Full USPTO retrosynthesis dataset with 1.9M reactions from patents (1976-2016). Predict the reactants needed to synthesize the given product. Given the product [CH3:21][O:22][CH2:23][O:15][CH2:14][C:11]1[CH:10]=[C:9]([C:6]2[CH:5]=[CH:4][C:3]([C:2]([F:1])([F:16])[F:17])=[CH:8][CH:7]=2)[O:13][N:12]=1, predict the reactants needed to synthesize it. The reactants are: [F:1][C:2]([F:17])([F:16])[C:3]1[CH:8]=[CH:7][C:6]([C:9]2[O:13][N:12]=[C:11]([CH2:14][OH:15])[CH:10]=2)=[CH:5][CH:4]=1.[H-].[Na+].Cl[CH2:21][O:22][CH3:23].